Dataset: Reaction yield outcomes from USPTO patents with 853,638 reactions. Task: Predict the reaction yield, written as a fraction of the theoretical maximum amount of product (1.0 means a 100% yield; for example, 0.34 means a 34% yield). (1) The reactants are [CH3:1][S:2][C:3]1[C:4]([CH3:10])=[CH:5][C:6]([OH:9])=[CH:7][CH:8]=1.C([O-])([O-])=O.[K+].[K+].[CH2:17](Br)[C:18]1[CH:23]=[CH:22][CH:21]=[CH:20][CH:19]=1. The catalyst is CN(C=O)C. The product is [CH2:17]([O:9][C:6]1[CH:7]=[CH:8][C:3]([S:2][CH3:1])=[C:4]([CH3:10])[CH:5]=1)[C:18]1[CH:23]=[CH:22][CH:21]=[CH:20][CH:19]=1. The yield is 1.00. (2) The reactants are [NH2:1][C:2]1[C:7]([NH2:8])=[CH:6][C:5]([Br:9])=[CH:4][N:3]=1.N1C=CC=CC=1.[CH3:16][S:17](Cl)(=[O:19])=[O:18]. The catalyst is C1(C)C=CC=CC=1. The product is [NH2:1][C:2]1[C:7]([NH:8][S:17]([CH3:16])(=[O:19])=[O:18])=[CH:6][C:5]([Br:9])=[CH:4][N:3]=1. The yield is 0.730. (3) The reactants are [C:1]1([C:8]2[CH:13]=[CH:12][CH:11]=[CH:10][CH:9]=2)[CH:6]=[CH:5][CH:4]=[C:3]([NH2:7])[CH:2]=1.[NH2:14][C:15]1[CH:20]=[CH:19][CH:18]=[CH:17][C:16]=1[CH2:21][CH2:22][OH:23].C1C[O:27][CH2:26]C1. The catalyst is O.C(O)C. The product is [C:1]1([C:8]2[CH:9]=[CH:10][CH:11]=[CH:12][CH:13]=2)[CH:6]=[CH:5][CH:4]=[C:3]([NH:7][C:26]([NH:14][C:15]2[CH:20]=[CH:19][CH:18]=[CH:17][C:16]=2[CH2:21][CH2:22][OH:23])=[O:27])[CH:2]=1. The yield is 0.290.